This data is from Reaction yield outcomes from USPTO patents with 853,638 reactions. The task is: Predict the reaction yield, written as a fraction of the theoretical maximum amount of product (1.0 means a 100% yield; for example, 0.34 means a 34% yield). (1) The reactants are C([O:3][C:4]([C:6]1([C:11]#[N:12])[CH2:10][CH2:9][CH2:8][CH2:7]1)=O)C.[H-].[Al+3].[Li+].[H-].[H-].[H-].O. The catalyst is O1CCCC1. The product is [OH:3][CH2:4][C:6]1([C:11]#[N:12])[CH2:10][CH2:9][CH2:8][CH2:7]1. The yield is 0.280. (2) The reactants are [C:1]([Si:5]1([C:13]([CH3:16])([CH3:15])[CH3:14])[O:10][CH2:9][CH:8]([CH2:11]O)[CH2:7][O:6]1)([CH3:4])([CH3:3])[CH3:2].N1C=CC=CC=1.C(Br)(Br)(Br)[Br:24].C1(P(C2C=CC=CC=2)C2C=CC=CC=2)C=CC=CC=1. The catalyst is ClCCl. The product is [Br:24][CH2:11][CH:8]1[CH2:9][O:10][Si:5]([C:13]([CH3:16])([CH3:15])[CH3:14])([C:1]([CH3:4])([CH3:3])[CH3:2])[O:6][CH2:7]1. The yield is 0.840. (3) No catalyst specified. The product is [OH:30][C@@:23]1([C:21]#[C:22][C:2]2[CH:3]=[C:4]([N:8]3[C:12]4=[CH:13][N:14]=[CH:15][CH:16]=[C:11]4[C:10]([C:17]([O:19][CH3:20])=[O:18])=[N:9]3)[CH:5]=[CH:6][CH:7]=2)[CH2:27][CH2:26][N:25]([CH3:28])[C:24]1=[O:29]. The reactants are I[C:2]1[CH:3]=[C:4]([N:8]2[C:12]3=[CH:13][N:14]=[CH:15][CH:16]=[C:11]3[C:10]([C:17]([O:19][CH3:20])=[O:18])=[N:9]2)[CH:5]=[CH:6][CH:7]=1.[C:21]([C@:23]1([OH:30])[CH2:27][CH2:26][N:25]([CH3:28])[C:24]1=[O:29])#[CH:22]. The yield is 0.570. (4) The reactants are [CH3:1][NH:2][C:3]([N:5]1[C:13]2[C:8](=[CH:9][C:10]([O:14][C:15]3[CH:20]=[CH:19][N:18]=[C:17]([NH2:21])[N:16]=3)=[CH:11][CH:12]=2)[CH:7]=[CH:6]1)=[O:4].[I:22]N1C(=O)CCC1=O. The catalyst is CN(C)C=O. The product is [CH3:1][NH:2][C:3]([N:5]1[C:13]2[C:8](=[CH:9][C:10]([O:14][C:15]3[C:20]([I:22])=[CH:19][N:18]=[C:17]([NH2:21])[N:16]=3)=[CH:11][CH:12]=2)[CH:7]=[CH:6]1)=[O:4]. The yield is 0.510. (5) The reactants are [CH3:1][C:2]1[CH:7]=[CH:6][C:5]([NH:8][S:9]([C:12]2[CH:17]=[CH:16][CH:15]=[CH:14][C:13]=2[C:18]([O:20][CH2:21][CH3:22])=[O:19])(=[O:11])=[O:10])=[CH:4][C:3]=1[NH:23][C:24]([CH2:26][C:27]1[CH:34]=[CH:33][C:30]([C:31]#[N:32])=[CH:29][CH:28]=1)=[O:25].Cl.C(=O)([O-])[O-].[NH4+:40].[NH4+]. The catalyst is C(O)C. The product is [CH3:1][C:2]1[CH:7]=[CH:6][C:5]([NH:8][S:9]([C:12]2[CH:17]=[CH:16][CH:15]=[CH:14][C:13]=2[C:18]([O:20][CH2:21][CH3:22])=[O:19])(=[O:10])=[O:11])=[CH:4][C:3]=1[NH:23][C:24]([CH2:26][C:27]1[CH:28]=[CH:29][C:30]([C:31]([NH2:40])=[NH:32])=[CH:33][CH:34]=1)=[O:25]. The yield is 0.340.